From a dataset of Full USPTO retrosynthesis dataset with 1.9M reactions from patents (1976-2016). Predict the reactants needed to synthesize the given product. (1) The reactants are: [F:1][C:2]1[CH:7]=[CH:6][C:5]([CH2:8][N+:9]([O-:11])=[O:10])=[CH:4][CH:3]=1.[F:12][C:13]1[CH:24]=[CH:23][C:16]([CH:17]=NCCCC)=[CH:15][CH:14]=1. Given the product [F:1][C:2]1[CH:3]=[CH:4][C:5]([C:8]([N+:9]([O-:11])=[O:10])=[CH:17][C:16]2[CH:23]=[CH:24][C:13]([F:12])=[CH:14][CH:15]=2)=[CH:6][CH:7]=1, predict the reactants needed to synthesize it. (2) Given the product [CH2:1]([N:8]1[CH2:13][CH2:12][N:11]([C:14]2[C:15]3[S:21][CH:20]=[CH:19][C:16]=3[N:17]([CH3:22])[N:18]=2)[CH2:10][CH2:9]1)[C:2]1[CH:3]=[CH:4][CH:5]=[CH:6][CH:7]=1, predict the reactants needed to synthesize it. The reactants are: [CH2:1]([N:8]1[CH2:13][CH2:12][N:11]([C:14]2[C:15]3[S:21][CH:20]=[CH:19][C:16]=3[NH:17][N:18]=2)[CH2:10][CH2:9]1)[C:2]1[CH:7]=[CH:6][CH:5]=[CH:4][CH:3]=1.[CH3:22]C(C)([O-])C.[K+].CI.C([O-])(O)=O.[Na+]. (3) Given the product [Br:1][C:2]1[CH:3]=[N:4][C:5]2[N:6]([CH:8]=[C:9]([C:11]3[CH:12]=[C:13]([NH:14][CH:20]=[O:22])[CH:15]=[CH:16][C:17]=3[F:18])[N:10]=2)[CH:7]=1, predict the reactants needed to synthesize it. The reactants are: [Br:1][C:2]1[CH:3]=[N:4][C:5]2[N:6]([CH:8]=[C:9]([C:11]3[CH:12]=[C:13]([CH:15]=[CH:16][C:17]=3[F:18])[NH2:14])[N:10]=2)[CH:7]=1.O.[C:20](OCC)(=[O:22])C. (4) Given the product [N:21]1[CH:22]=[CH:23][CH:24]=[CH:25][C:20]=1[S:17]([NH:16][CH2:15][C:11]1[N:10]=[C:9]([NH:8][CH2:26][C:27]([O:29][CH2:30][CH3:31])=[O:28])[CH:14]=[CH:13][CH:12]=1)(=[O:18])=[O:19], predict the reactants needed to synthesize it. The reactants are: C(OC([N:8]([CH2:26][C:27]([O:29][C:30](C)(C)[CH3:31])=[O:28])[C:9]1[CH:14]=[CH:13][CH:12]=[C:11]([CH2:15][NH:16][S:17]([C:20]2[CH:25]=[CH:24][CH:23]=[CH:22][N:21]=2)(=[O:19])=[O:18])[N:10]=1)=O)(C)(C)C.Cl.C(O)C.[OH-].[Na+]. (5) Given the product [CH3:21][O:20][C:14]1[CH:13]=[C:12]([CH:17]=[C:16]([O:18][CH3:19])[CH:15]=1)[CH2:11][CH2:10][C:8]1[N:9]=[C:4]2[CH:3]=[C:2]([C:31]3[CH:36]=[CH:35][N:34]=[C:33]([N:37]4[CH2:38][CH2:39][NH:40][CH2:41][CH2:42]4)[CH:32]=3)[NH:22][C:5]2=[N:6][CH:7]=1, predict the reactants needed to synthesize it. The reactants are: Br[C:2]1[NH:22][C:5]2=[N:6][CH:7]=[C:8]([CH2:10][CH2:11][C:12]3[CH:17]=[C:16]([O:18][CH3:19])[CH:15]=[C:14]([O:20][CH3:21])[CH:13]=3)[N:9]=[C:4]2[CH:3]=1.CC1(C)C(C)(C)OB([C:31]2[CH:36]=[CH:35][N:34]=[C:33]([N:37]3[CH2:42][CH2:41][NH:40][CH2:39][CH2:38]3)[CH:32]=2)O1. (6) The reactants are: [Cl:1][C:2]1[CH:10]=[CH:9][CH:8]=[C:7]2[C:3]=1[CH:4]([OH:21])[N:5]([C:12]([CH3:20])([C:14]1[CH:19]=[CH:18][CH:17]=[CH:16][CH:15]=1)[CH3:13])[C:6]2=[O:11].CN(CCN(C)C)C.C([Li])(CC)C.CCCCCC.CN([CH:44]=[O:45])C. Given the product [Cl:1][C:2]1[CH:10]=[CH:9][C:8]([CH:44]=[O:45])=[C:7]2[C:3]=1[CH:4]([OH:21])[N:5]([C:12]([CH3:13])([C:14]1[CH:15]=[CH:16][CH:17]=[CH:18][CH:19]=1)[CH3:20])[C:6]2=[O:11], predict the reactants needed to synthesize it.